Predict which catalyst facilitates the given reaction. From a dataset of Catalyst prediction with 721,799 reactions and 888 catalyst types from USPTO. (1) Reactant: [NH2:1][CH2:2][C:3]1[CH:8]=[CH:7][CH:6]=[CH:5][C:4]=1[CH2:9][C@@H:10]([O:16][C:17]1[C:18]2[C:25]([C:26]3[CH:31]=[CH:30][C:29]([O:32][CH2:33][CH2:34][N:35]4[CH2:40][CH2:39][N:38]([CH3:41])[CH2:37][CH2:36]4)=[C:28]([Cl:42])[C:27]=3[CH3:43])=[C:24]([C:44]3[O:45][CH:46]=[CH:47][CH:48]=3)[S:23][C:19]=2[N:20]=[CH:21][N:22]=1)[C:11]([O:13][CH2:14][CH3:15])=[O:12].C(N(CC)CC)C.[C:56](Cl)(=[O:58])[CH3:57]. Product: [C:56]([NH:1][CH2:2][C:3]1[CH:8]=[CH:7][CH:6]=[CH:5][C:4]=1[CH2:9][C@@H:10]([O:16][C:17]1[C:18]2[C:25]([C:26]3[CH:31]=[CH:30][C:29]([O:32][CH2:33][CH2:34][N:35]4[CH2:40][CH2:39][N:38]([CH3:41])[CH2:37][CH2:36]4)=[C:28]([Cl:42])[C:27]=3[CH3:43])=[C:24]([C:44]3[O:45][CH:46]=[CH:47][CH:48]=3)[S:23][C:19]=2[N:20]=[CH:21][N:22]=1)[C:11]([O:13][CH2:14][CH3:15])=[O:12])(=[O:58])[CH3:57]. The catalyst class is: 2. (2) Reactant: [NH:1]1[CH:5]=[CH:4][NH:3][C:2]1=[O:6].[H-].[Na+].[C:9](O[C:9]([O:11][C:12]([CH3:15])([CH3:14])[CH3:13])=[O:10])([O:11][C:12]([CH3:15])([CH3:14])[CH3:13])=[O:10]. Product: [O:6]=[C:2]1[NH:3][CH:4]=[CH:5][N:1]1[C:9]([O:11][C:12]([CH3:15])([CH3:14])[CH3:13])=[O:10]. The catalyst class is: 3. (3) Reactant: [F:1][C:2]1[CH:7]=[CH:6][CH:5]=[C:4]([F:8])[C:3]=1[C:9]1[CH:10]=[C:11]2[C:15](=[CH:16][CH:17]=1)[N:14]([S:18]([C:21]1[CH:27]=[CH:26][C:24]([CH3:25])=[CH:23][CH:22]=1)(=[O:20])=[O:19])[CH:13]=[C:12]2I.[CH3:29][O:30][C:31]1[CH:36]=[C:35]([Sn](C)(C)C)[N:34]=[C:33]([N:41]2[CH2:46][CH2:45][CH:44]([NH:47][C:48](=[O:54])[O:49][C:50]([CH3:53])([CH3:52])[CH3:51])[CH2:43][CH2:42]2)[N:32]=1. Product: [F:1][C:2]1[CH:7]=[CH:6][CH:5]=[C:4]([F:8])[C:3]=1[C:9]1[CH:10]=[C:11]2[C:15](=[CH:16][CH:17]=1)[N:14]([S:18]([C:21]1[CH:27]=[CH:26][C:24]([CH3:25])=[CH:23][CH:22]=1)(=[O:20])=[O:19])[CH:13]=[C:12]2[C:35]1[CH:36]=[C:31]([O:30][CH3:29])[N:32]=[C:33]([N:41]2[CH2:46][CH2:45][CH:44]([NH:47][C:48](=[O:54])[O:49][C:50]([CH3:52])([CH3:51])[CH3:53])[CH2:43][CH2:42]2)[N:34]=1. The catalyst class is: 441. (4) Product: [C:23]([O:27][C:28]([N:30]1[CH2:34][C@H:33]2[N:35]([C:39](=[O:50])[C:40]3[CH:45]=[CH:44][CH:43]=[C:42]([S:46]([CH3:49])(=[O:47])=[O:48])[CH:41]=3)[CH2:36][C:37](=[O:38])[C@H:32]2[N:31]1[C:51](=[O:74])[C@@H:52]([NH:57][C:58](=[O:73])[C:59]1[CH:64]=[CH:63][C:62]([NH:65][C:66]([O:68][C:69]([CH3:72])([CH3:71])[CH3:70])=[O:67])=[CH:61][CH:60]=1)[CH2:53][CH:54]([CH3:56])[CH3:55])=[O:29])([CH3:24])([CH3:25])[CH3:26]. Reactant: CC(OI1(OC(C)=O)(OC(C)=O)OC(=O)C2C=CC=CC1=2)=O.[C:23]([O:27][C:28]([N:30]1[CH2:34][C@H:33]2[N:35]([C:39](=[O:50])[C:40]3[CH:45]=[CH:44][CH:43]=[C:42]([S:46]([CH3:49])(=[O:48])=[O:47])[CH:41]=3)[CH2:36][C@H:37]([OH:38])[C@H:32]2[N:31]1[C:51](=[O:74])[C@@H:52]([NH:57][C:58](=[O:73])[C:59]1[CH:64]=[CH:63][C:62]([NH:65][C:66]([O:68][C:69]([CH3:72])([CH3:71])[CH3:70])=[O:67])=[CH:61][CH:60]=1)[CH2:53][CH:54]([CH3:56])[CH3:55])=[O:29])([CH3:26])([CH3:25])[CH3:24]. The catalyst class is: 4.